Task: Predict the reactants needed to synthesize the given product.. Dataset: Full USPTO retrosynthesis dataset with 1.9M reactions from patents (1976-2016) (1) The reactants are: C(OC(=O)[NH:7][CH2:8][C:9]1[CH:10]=[N:11][C:12]([NH2:15])=[CH:13][CH:14]=1)(C)(C)C.[ClH:17].O1CCOCC1. Given the product [ClH:17].[ClH:17].[NH2:7][CH2:8][C:9]1[CH:14]=[CH:13][C:12]([NH2:15])=[N:11][CH:10]=1, predict the reactants needed to synthesize it. (2) Given the product [C:33]([N:36]1[CH2:37][CH2:38][N:39]([C:42]2[N:47]=[CH:46][C:45]([NH:48][C:2]3[N:7]=[C:6]([C:8]4[S:12][C:11]([CH:13]([CH3:14])[CH3:15])=[N:10][C:9]=4[C:16]4[CH:17]=[C:18]([NH:22][S:23]([C:26]5[CH:31]=[CH:30][CH:29]=[C:28]([F:32])[CH:27]=5)(=[O:25])=[O:24])[CH:19]=[CH:20][CH:21]=4)[CH:5]=[CH:4][N:3]=3)=[CH:44][CH:43]=2)[CH2:40][CH2:41]1)(=[O:35])[CH3:34].[Cl:1][C:2]1[N:7]=[C:6]([C:8]2[S:12][C:11]([CH:13]([CH3:15])[CH3:14])=[N:10][C:9]=2[C:16]2[CH:17]=[C:18]([NH:22][S:23]([C:26]3[CH:31]=[CH:30][CH:29]=[C:28]([F:32])[CH:27]=3)(=[O:24])=[O:25])[CH:19]=[CH:20][CH:21]=2)[CH:5]=[CH:4][N:3]=1, predict the reactants needed to synthesize it. The reactants are: [Cl:1][C:2]1[N:7]=[C:6]([C:8]2[S:12][C:11]([CH:13]([CH3:15])[CH3:14])=[N:10][C:9]=2[C:16]2[CH:17]=[C:18]([NH:22][S:23]([C:26]3[CH:31]=[CH:30][CH:29]=[C:28]([F:32])[CH:27]=3)(=[O:25])=[O:24])[CH:19]=[CH:20][CH:21]=2)[CH:5]=[CH:4][N:3]=1.[C:33]([N:36]1[CH2:41][CH2:40][N:39]([C:42]2[N:47]=[CH:46][C:45]([NH2:48])=[CH:44][CH:43]=2)[CH2:38][CH2:37]1)(=[O:35])[CH3:34]. (3) Given the product [F:38][CH:2]([F:1])[O:3][C:4]1[CH:9]=[CH:8][CH:7]=[CH:6][C:5]=1[CH:10]([C:11]1[N:15]2[CH:16]=[C:17]([C:20]3[CH:25]=[N:24][C:23]([N:26]4[CH2:27][CH2:28][C:29]([CH3:36])([C:32]([O:34][CH3:35])=[O:33])[CH2:30][CH2:31]4)=[N:22][CH:21]=3)[CH:18]=[CH:19][C:14]2=[N:13][C:12]=1[CH3:37])[CH3:41], predict the reactants needed to synthesize it. The reactants are: [F:1][CH:2]([F:38])[O:3][C:4]1[CH:9]=[CH:8][CH:7]=[CH:6][C:5]=1[CH2:10][C:11]1[N:15]2[CH:16]=[C:17]([C:20]3[CH:21]=[N:22][C:23]([N:26]4[CH2:31][CH2:30][C:29]([CH3:36])([C:32]([O:34][CH3:35])=[O:33])[CH2:28][CH2:27]4)=[N:24][CH:25]=3)[CH:18]=[CH:19][C:14]2=[N:13][C:12]=1[CH3:37].CI.[CH3:41][Si](C)(C)N[Si](C)(C)C.[Li].